From a dataset of Catalyst prediction with 721,799 reactions and 888 catalyst types from USPTO. Predict which catalyst facilitates the given reaction. (1) Reactant: CO[C:3](=[O:8])[C:4]([F:7])([F:6])[F:5].[NH:9]([CH2:13][CH2:14][OH:15])[CH2:10][CH2:11][OH:12]. Product: [F:7][C:4]([F:5])([F:6])[C:3]([N:9]([CH2:13][CH2:14][OH:15])[CH2:10][CH2:11][OH:12])=[O:8]. The catalyst class is: 1. (2) Reactant: [CH3:1][O:2][C:3]([N:5]1[CH2:10][CH2:9][C:8]([C:12]2[CH:17]=[CH:16][C:15]([Br:18])=[CH:14][CH:13]=2)(O)[CH:7]([CH3:19])[CH2:6]1)=[O:4].C([SiH](CC)CC)C. Product: [CH3:1][O:2][C:3]([N:5]1[CH2:10][CH2:9][CH:8]([C:12]2[CH:13]=[CH:14][C:15]([Br:18])=[CH:16][CH:17]=2)[CH:7]([CH3:19])[CH2:6]1)=[O:4]. The catalyst class is: 67. (3) Reactant: [CH3:1][O:2][C:3](=[O:27])[C:4]1[CH:9]=[CH:8][C:7]([S:10](=[O:23])(=[O:22])[NH:11][C:12]2[CH:13]=[CH:14][CH:15]=[C:16]3[C:21]=2[N:20]=[CH:19][CH:18]=[CH:17]3)=[C:6]([N+:24]([O-])=O)[CH:5]=1.Cl[Sn]Cl. Product: [CH3:1][O:2][C:3](=[O:27])[C:4]1[CH:9]=[CH:8][C:7]([S:10](=[O:23])(=[O:22])[NH:11][C:12]2[CH:13]=[CH:14][CH:15]=[C:16]3[C:21]=2[N:20]=[CH:19][CH:18]=[CH:17]3)=[C:6]([NH2:24])[CH:5]=1. The catalyst class is: 422. (4) Reactant: Cl[CH2:2][CH2:3][CH2:4][O:5][C:6]1[CH:7]=[C:8]([O:12][CH2:13][C:14]2[CH:19]=[CH:18][CH:17]=[CH:16][CH:15]=2)[CH:9]=[N:10][CH:11]=1.[CH3:20][NH2:21]. Product: [CH3:20][NH:21][CH2:2][CH2:3][CH2:4][O:5][C:6]1[CH:11]=[N:10][CH:9]=[C:8]([O:12][CH2:13][C:14]2[CH:19]=[CH:18][CH:17]=[CH:16][CH:15]=2)[CH:7]=1. The catalyst class is: 5. (5) Reactant: Cl.[Cl:2][C:3]1[CH:22]=[CH:21][C:6]([C:7]([N:9]([C@@H:11]([CH2:18][CH2:19][CH3:20])[CH2:12][N:13]2[CH2:16][CH:15]([OH:17])[CH2:14]2)[CH3:10])=[O:8])=[CH:5][CH:4]=1. The catalyst class is: 5. Product: [ClH:2].[Cl:2][C:3]1[CH:4]=[CH:5][C:6]([C:7]([N:9]([C@@H:11]([CH2:18][CH2:19][CH3:20])[CH2:12][N:13]2[CH2:16][CH:15]([OH:17])[CH2:14]2)[CH3:10])=[O:8])=[CH:21][CH:22]=1. (6) Reactant: [F:1][C:2]1([F:22])[CH2:5][CH:4]([CH2:6][O:7][C:8]2C3N(C(C(O)=O)=C(C)N=3)C=[C:12]([CH3:14])[CH:13]=2)[CH2:3]1.C[N:24]([C:26]([O:30]N1N=NC2C=CC=NC1=2)=[N+](C)C)C.[F:40][P-](F)(F)(F)(F)F.[CH:47]([N:50](CC)C(C)C)([CH3:49])C.Cl.F[CH:58]([CH2:63][CH2:64][CH2:65][CH:66]([F:68])[F:67])[C:59]([CH3:62])([OH:61])[CH3:60].[CH3:69][N:70]([CH:72]=O)[CH3:71]. Product: [F:22][C:2]1([F:1])[CH2:3][CH:4]([CH2:6][O:7][C:8]2[C:71]3[N:70]([C:69]([C:26]([NH:24][CH:58]([CH2:63][CH2:64][CH2:65][C:66]([F:68])([F:40])[F:67])[C:59]([OH:61])([CH3:62])[CH3:60])=[O:30])=[C:47]([CH3:49])[N:50]=3)[CH:72]=[C:12]([CH3:14])[CH:13]=2)[CH2:5]1. The catalyst class is: 6. (7) Reactant: [N+:1]([C:4]1[CH:5]=[C:6]2[C:10](=[CH:11][CH:12]=1)[CH2:9][N:8]([CH2:13][C:14]#[CH:15])[CH2:7]2)([O-])=O.[NH4+].[Cl-]. Product: [CH2:13]([N:8]1[CH2:7][C:6]2[C:10](=[CH:11][CH:12]=[C:4]([NH2:1])[CH:5]=2)[CH2:9]1)[C:14]#[CH:15]. The catalyst class is: 190. (8) Reactant: Cl.FC1C=C(C=CC=1)CN1C=C(C2C3C(=NC=C(C4C=CC(C5CCNCC5)=CC=4)C=3)N(S(C3C=CC(C)=CC=3)(=O)=O)C=2)C=N1.[F:46][C:47]1[CH:48]=[C:49]([CH:92]=[CH:93][CH:94]=1)[CH2:50][N:51]1[C:55]([CH3:56])=[C:54]([C:57]2[C:65]3[C:60](=[N:61][CH:62]=[C:63]([C:66]4[CH:67]=[CH:68][C:69]([N:72]5[CH2:77][CH2:76][N:75]([CH2:78][C@@H:79]([OH:81])[CH3:80])[CH2:74][CH2:73]5)=[N:70][CH:71]=4)[CH:64]=3)[N:59](S(C3C=CC(C)=CC=3)(=O)=O)[CH:58]=2)[CH:53]=[N:52]1.[OH-].[Li+]. Product: [F:46][C:47]1[CH:48]=[C:49]([CH:92]=[CH:93][CH:94]=1)[CH2:50][N:51]1[C:55]([CH3:56])=[C:54]([C:57]2[C:65]3[C:60](=[N:61][CH:62]=[C:63]([C:66]4[CH:67]=[CH:68][C:69]([N:72]5[CH2:77][CH2:76][N:75]([CH2:78][C@@H:79]([OH:81])[CH3:80])[CH2:74][CH2:73]5)=[N:70][CH:71]=4)[CH:64]=3)[NH:59][CH:58]=2)[CH:53]=[N:52]1. The catalyst class is: 87. (9) Reactant: [BH4-].[Na+].C[O:4][C:5]([C:7]1[NH:8][C:9]2[C:18]([C:19](=[O:21])[CH:20]=1)=[CH:17][C:16]([O:22][CH3:23])=[C:15]1[C:10]=2[N:11]=[CH:12][CH:13]=[CH:14]1)=O. Product: [OH:4][CH2:5][C:7]1[NH:8][C:9]2[C:18]([C:19](=[O:21])[CH:20]=1)=[CH:17][C:16]([O:22][CH3:23])=[C:15]1[C:10]=2[N:11]=[CH:12][CH:13]=[CH:14]1. The catalyst class is: 100.